This data is from Forward reaction prediction with 1.9M reactions from USPTO patents (1976-2016). The task is: Predict the product of the given reaction. (1) Given the reactants [CH2:1]([NH2:3])[CH3:2].[Cl:4][C:5]1[N:10]=[CH:9][C:8]([C:11](Cl)=[O:12])=[CH:7][CH:6]=1, predict the reaction product. The product is: [Cl:4][C:5]1[N:10]=[CH:9][C:8]([C:11]([NH:3][CH2:1][CH3:2])=[O:12])=[CH:7][CH:6]=1. (2) Given the reactants [CH3:1][C:2]([CH3:24])([CH3:23])[CH2:3][C:4]([NH:6][C:7]1[N:17]([CH2:18][C:19]([F:22])([F:21])[F:20])[C:10]2=[N:11][C:12]([CH:15]=[CH2:16])=[CH:13][CH:14]=[C:9]2[N:8]=1)=[O:5], predict the reaction product. The product is: [CH2:15]([C:12]1[N:11]=[C:10]2[N:17]([CH2:18][C:19]([F:22])([F:21])[F:20])[C:7]([NH:6][C:4](=[O:5])[CH2:3][C:2]([CH3:24])([CH3:23])[CH3:1])=[N:8][C:9]2=[CH:14][CH:13]=1)[CH3:16]. (3) Given the reactants [C:1]([O:5][C:6]([N:8]1[CH2:13][CH2:12][C@H:11]([OH:14])[C@H:10]([F:15])[CH2:9]1)=[O:7])([CH3:4])([CH3:3])[CH3:2].[H-].[Na+].S(OC)(O[CH3:22])(=O)=O, predict the reaction product. The product is: [C:1]([O:5][C:6]([N:8]1[CH2:13][CH2:12][C@H:11]([O:14][CH3:22])[C@H:10]([F:15])[CH2:9]1)=[O:7])([CH3:4])([CH3:2])[CH3:3]. (4) Given the reactants [NH2:1][C@@H:2]1[CH2:7][CH2:6][CH2:5][N:4](C(OC(C)(C)C)=O)[CH2:3]1.[CH3:15][O:16][C:17]1[CH:25]=[C:24]2[C:20]([CH:21]=[C:22]([C:26](O)=[O:27])[NH:23]2)=[CH:19][CH:18]=1, predict the reaction product. The product is: [CH3:15][O:16][C:17]1[CH:25]=[C:24]2[C:20]([CH:21]=[C:22]([C:26]([NH:1][C@@H:2]3[CH2:7][CH2:6][CH2:5][NH:4][CH2:3]3)=[O:27])[NH:23]2)=[CH:19][CH:18]=1. (5) Given the reactants [Cl:1][C:2]1[CH:3]=[C:4]([C:9]2([C:24]([F:27])([F:26])[F:25])[O:13][N:12]=[C:11]([C:14]3[CH:22]=[CH:21][C:17]([C:18](Cl)=[O:19])=[C:16]([CH3:23])[CH:15]=3)[CH2:10]2)[CH:5]=[C:6]([Cl:8])[CH:7]=1.[CH3:28][NH2:29], predict the reaction product. The product is: [Cl:1][C:2]1[CH:3]=[C:4]([C:9]2([C:24]([F:27])([F:26])[F:25])[O:13][N:12]=[C:11]([C:14]3[CH:22]=[CH:21][C:17]([C:18]([NH:29][CH3:28])=[O:19])=[C:16]([CH3:23])[CH:15]=3)[CH2:10]2)[CH:5]=[C:6]([Cl:8])[CH:7]=1. (6) Given the reactants [Br:1][C:2]1[C:7]([CH2:8][CH2:9][CH2:10][OH:11])=[C:6]([O:12][Si](C(C)(C)C)(C)C)[C:5]([Cl:20])=[C:4]([CH2:21][C:22]2[CH:27]=[CH:26][C:25]([O:28][CH3:29])=[CH:24][CH:23]=2)[CH:3]=1.CCCC[N+](CCCC)(CCCC)CCCC.[F-], predict the reaction product. The product is: [Br:1][C:2]1[C:7]([CH2:8][CH2:9][CH2:10][OH:11])=[C:6]([OH:12])[C:5]([Cl:20])=[C:4]([CH2:21][C:22]2[CH:23]=[CH:24][C:25]([O:28][CH3:29])=[CH:26][CH:27]=2)[CH:3]=1. (7) Given the reactants [CH3:1][C:2]1[C:7]([NH:8][C:9](=[O:15])[O:10][C:11]([CH3:14])([CH3:13])[CH3:12])=[C:6]([CH3:16])[N:5]=[C:4]([O:17][CH2:18][C:19]([N:21]([CH3:28])[CH:22]2[CH2:27][CH2:26][NH:25][CH2:24][CH2:23]2)=[O:20])[N:3]=1.[CH3:29][C:30]1[CH:37]=[CH:36][CH:35]=[CH:34][C:31]=1[CH2:32]Br, predict the reaction product. The product is: [CH3:16][C:6]1[C:7]([NH:8][C:9](=[O:15])[O:10][C:11]([CH3:14])([CH3:12])[CH3:13])=[C:2]([CH3:1])[N:3]=[C:4]([O:17][CH2:18][C:19]([N:21]([CH3:28])[CH:22]2[CH2:23][CH2:24][N:25]([CH2:29][C:30]3[CH:37]=[CH:36][CH:35]=[CH:34][C:31]=3[CH3:32])[CH2:26][CH2:27]2)=[O:20])[N:5]=1. (8) Given the reactants [CH3:1][S:2][C:3]1[CH:10]=[CH:9][C:6]([CH2:7][OH:8])=[CH:5][CH:4]=1.[CH3:11][S:12](Cl)(=[O:14])=[O:13].C(N(CC)CC)C.Cl, predict the reaction product. The product is: [CH3:11][S:12]([O:8][CH2:7][C:6]1[CH:9]=[CH:10][C:3]([S:2][CH3:1])=[CH:4][CH:5]=1)(=[O:14])=[O:13]. (9) Given the reactants Cl[C:2]1[N:7]=[C:6]2[N:8]([CH3:12])[N:9]=[C:10]([CH3:11])[C:5]2=[CH:4][C:3]=1[CH:13]=[O:14].C(=O)([O-])[O-].[K+].[K+].[CH:21]1([CH2:26][NH:27][CH2:28][CH3:29])[CH2:25][CH2:24][CH2:23][CH2:22]1.O, predict the reaction product. The product is: [CH:21]1([CH2:26][N:27]([CH2:28][CH3:29])[C:2]2[N:7]=[C:6]3[N:8]([CH3:12])[N:9]=[C:10]([CH3:11])[C:5]3=[CH:4][C:3]=2[CH:13]=[O:14])[CH2:25][CH2:24][CH2:23][CH2:22]1. (10) The product is: [Br:20][C:21]1[N:25]([CH2:11][C:4]#[C:5][CH3:7])[C:24]([C:26]([O:28][CH2:29][CH3:30])=[O:27])=[C:23]([C:31]([O:33][CH2:34][CH3:35])=[O:32])[N:22]=1. Given the reactants BrC1N(CC=C(C)C)[C:4]([C:11](OC)=O)=[C:5]([C:7](OC)=O)N=1.[Br:20][C:21]1[NH:22][C:23]([C:31]([O:33][CH2:34][CH3:35])=[O:32])=[C:24]([C:26]([O:28][CH2:29][CH3:30])=[O:27])[N:25]=1.BrCC#CC.C(=O)([O-])[O-].[K+].[K+], predict the reaction product.